Dataset: Catalyst prediction with 721,799 reactions and 888 catalyst types from USPTO. Task: Predict which catalyst facilitates the given reaction. (1) Reactant: [C:1]1([C:7]2[CH:8]=[CH:9][C:10]([C:19](=O)[CH2:20][CH3:21])=[N:11][C:12]=2[C:13]2[CH:18]=[CH:17][CH:16]=[CH:15][CH:14]=2)[CH:6]=[CH:5][CH:4]=[CH:3][CH:2]=1.[NH2:23][OH:24].Cl.N1C=CC=CC=1. Product: [C:1]1([C:7]2[CH:8]=[CH:9][C:10]([C:19](=[N:23][OH:24])[CH2:20][CH3:21])=[N:11][C:12]=2[C:13]2[CH:18]=[CH:17][CH:16]=[CH:15][CH:14]=2)[CH:6]=[CH:5][CH:4]=[CH:3][CH:2]=1. The catalyst class is: 14. (2) Reactant: [F:1][CH2:2][C:3]([CH2:7][F:8])([OH:6])[C:4]#[CH:5].[Cl:9][C:10]1[CH:15]=[CH:14][C:13]([S:16](Cl)(=[O:18])=[O:17])=[CH:12][CH:11]=1.[H-].[Na+].CCCCCC.CC. Product: [Cl:9][C:10]1[CH:15]=[CH:14][C:13]([S:16]([O:6][C:3]([CH2:7][F:8])([C:4]#[CH:5])[CH2:2][F:1])(=[O:18])=[O:17])=[CH:12][CH:11]=1. The catalyst class is: 7. (3) Reactant: [CH2:1]([O:8][C:9]1[CH:14]=[C:13]([O:15][CH2:16][C:17]2[CH:22]=[CH:21][CH:20]=[CH:19][CH:18]=2)[CH:12]=[CH:11][C:10]=1[C:23](=[O:25])[CH3:24])[C:2]1[CH:7]=[CH:6][CH:5]=[CH:4][CH:3]=1.[Br:26]N1C(=O)CCC1=O.O. Product: [CH2:1]([O:8][C:9]1[CH:14]=[C:13]([O:15][CH2:16][C:17]2[CH:18]=[CH:19][CH:20]=[CH:21][CH:22]=2)[C:12]([Br:26])=[CH:11][C:10]=1[C:23](=[O:25])[CH3:24])[C:2]1[CH:3]=[CH:4][CH:5]=[CH:6][CH:7]=1. The catalyst class is: 3. (4) Reactant: [CH3:1][O:2][C:3]([C:5]1[CH:9]=[C:8]([O:10][C:11]2[CH:16]=[CH:15][CH:14]=[CH:13][C:12]=2[N+:17]([O-])=O)[N:7]([C:20]2[CH:25]=[CH:24][CH:23]=[CH:22][CH:21]=2)[N:6]=1)=[O:4]. Product: [CH3:1][O:2][C:3]([C:5]1[CH:9]=[C:8]([O:10][C:11]2[CH:16]=[CH:15][CH:14]=[CH:13][C:12]=2[NH2:17])[N:7]([C:20]2[CH:25]=[CH:24][CH:23]=[CH:22][CH:21]=2)[N:6]=1)=[O:4]. The catalyst class is: 19. (5) Reactant: [Br:1][C:2]1[CH:3]=[C:4]2[C:9](=[CH:10][CH:11]=1)[C:8](=[O:12])[N:7]([CH2:13][C:14]1[CH:19]=[CH:18][C:17]([S:20]([NH2:23])(=[O:22])=[O:21])=[CH:16][CH:15]=1)[C:6]([C:24](=[O:27])[CH2:25][CH3:26])=[C:5]2[C:28]1[CH:33]=[CH:32][CH:31]=[CH:30][CH:29]=1.C(N(CC)CC)C.[C:41](Cl)(=[O:44])[O:42][CH3:43]. Product: [Br:1][C:2]1[CH:3]=[C:4]2[C:9](=[CH:10][CH:11]=1)[C:8](=[O:12])[N:7]([CH2:13][C:14]1[CH:15]=[CH:16][C:17]([S:20]([NH:23][C:41](=[O:44])[O:42][CH3:43])(=[O:21])=[O:22])=[CH:18][CH:19]=1)[C:6]([C:24](=[O:27])[CH2:25][CH3:26])=[C:5]2[C:28]1[CH:29]=[CH:30][CH:31]=[CH:32][CH:33]=1. The catalyst class is: 143. (6) Reactant: C(OC([N:8]([CH2:41][C:42]([O:44]C(C)(C)C)=[O:43])[C:9]1[CH:14]=[CH:13][CH:12]=[C:11]([CH:15]([CH2:26][C:27]2[CH:32]=[CH:31][C:30]([N:33]([CH3:40])[S:34]([CH2:37][CH2:38][CH3:39])(=[O:36])=[O:35])=[CH:29][CH:28]=2)[NH:16][S:17]([C:20]2[CH:21]=[N:22][CH:23]=[CH:24][CH:25]=2)(=[O:19])=[O:18])[N:10]=1)=O)(C)(C)C.Cl.O1CCOCC1. Product: [CH3:40][N:33]([S:34]([CH2:37][CH2:38][CH3:39])(=[O:35])=[O:36])[C:30]1[CH:29]=[CH:28][C:27]([CH2:26][CH:15]([NH:16][S:17]([C:20]2[CH:21]=[N:22][CH:23]=[CH:24][CH:25]=2)(=[O:18])=[O:19])[C:11]2[N:10]=[C:9]([NH:8][CH2:41][C:42]([OH:44])=[O:43])[CH:14]=[CH:13][CH:12]=2)=[CH:32][CH:31]=1. The catalyst class is: 2. (7) Reactant: [CH3:1][N:2]1[CH:6]=[CH:5][N:4]=[CH:3]1.C([Li])CCC.COCN[C:16](=[O:28])[CH2:17][CH2:18][CH2:19][NH:20][C:21](=[O:27])[O:22][C:23]([CH3:26])([CH3:25])[CH3:24]. Product: [CH3:26][C:23]([O:22][C:21](=[O:27])[NH:20][CH2:19][CH2:18][CH2:17][C:16]([C:3]1[N:2]([CH3:1])[CH:6]=[CH:5][N:4]=1)=[O:28])([CH3:24])[CH3:25]. The catalyst class is: 7.